From a dataset of Blood-brain barrier penetration binary classification data from Martins et al.. Regression/Classification. Given a drug SMILES string, predict its absorption, distribution, metabolism, or excretion properties. Task type varies by dataset: regression for continuous measurements (e.g., permeability, clearance, half-life) or binary classification for categorical outcomes (e.g., BBB penetration, CYP inhibition). Dataset: bbb_martins. (1) The compound is CC(C)(O/N=C(\C(=O)N[C@@H]1C(=O)N2C(C(=O)[O-])=C(C[n+]3ccccc3)CS[C@H]12)c1csc(N)n1)C(=O)O. The result is 1 (penetrates BBB). (2) The molecule is NC(CO)C(=O)NNCc1ccc(O)c(O)c1O. The result is 0 (does not penetrate BBB). (3) The compound is Fc1ccc2[nH]c3c(c2c1)CN(CCCc1cccnc1)CC3. The result is 1 (penetrates BBB). (4) The molecule is CCCC(CC)C1(CC)C(=O)NC(=S)NC1=O. The result is 1 (penetrates BBB). (5) The molecule is CCC(=O)c1ccc2c(c1)N(CCCN1CCN(CCO)CC1)c1ccccc1S2. The result is 1 (penetrates BBB). (6) The result is 0 (does not penetrate BBB). The drug is NS(=O)(=O)c1cc2c(cc1Cl)NC=NS2(=O)=O. (7) The drug is CC1=CC(=C2C=CC(=O)C=C2)NN=C1NCCN1CCOCC1. The result is 1 (penetrates BBB). (8) The compound is CCC12CCN(CC3CCC3)C(Cc3ccc(O)cc31)C2(C)C. The result is 1 (penetrates BBB). (9) The compound is CCN1CCc2[nH]c3cc(F)c4scc(C)c4c3c2C1. The result is 1 (penetrates BBB).